Dataset: Reaction yield outcomes from USPTO patents with 853,638 reactions. Task: Predict the reaction yield, written as a fraction of the theoretical maximum amount of product (1.0 means a 100% yield; for example, 0.34 means a 34% yield). The catalyst is CN(C=O)C. The product is [N:23]([CH2:21][C:19]1[C:18]2[C:13](=[CH:14][CH:15]=[CH:16][CH:17]=2)[CH:12]=[C:11]([N:7]2[C:8]([NH2:10])=[CH:9][C:5]([C:1]([CH3:4])([CH3:3])[CH3:2])=[N:6]2)[CH:20]=1)=[N+:24]=[N-:25]. The reactants are [C:1]([C:5]1[CH:9]=[C:8]([NH2:10])[N:7]([C:11]2[CH:20]=[C:19]([CH2:21]Cl)[C:18]3[C:13](=[CH:14][CH:15]=[CH:16][CH:17]=3)[CH:12]=2)[N:6]=1)([CH3:4])([CH3:3])[CH3:2].[N-:23]=[N+:24]=[N-:25].[Na+]. The yield is 0.880.